This data is from Full USPTO retrosynthesis dataset with 1.9M reactions from patents (1976-2016). The task is: Predict the reactants needed to synthesize the given product. (1) Given the product [C:80]([C:78]1[CH:77]=[C:65]([CH:64]=[C:63]([NH:62][C:58]2[N:57]=[C:56]([O:55][C:48]3[C:49]4[C:54](=[CH:53][CH:52]=[CH:51][CH:50]=4)[C:45]([NH:44][C:25]([NH:22][C:11]4[N:7]([C:4]5[CH:3]=[CH:2][C:1]([CH3:19])=[CH:6][CH:5]=5)[N:8]=[C:9]([Si:15]([CH3:16])([CH3:17])[CH3:18])[CH:10]=4)=[O:34])=[CH:46][CH:47]=3)[CH:61]=[CH:60][N:59]=2)[CH:79]=1)[C:66]([NH:68][CH2:69][CH2:70][N:71]1[CH2:76][CH2:75][O:74][CH2:73][CH2:72]1)=[O:67])#[CH:81], predict the reactants needed to synthesize it. The reactants are: [C:1]1([CH3:19])[CH:6]=[CH:5][C:4]([N:7]2[C:11](C(O)=O)=[CH:10][C:9]([Si:15]([CH3:18])([CH3:17])[CH3:16])=[N:8]2)=[CH:3][CH:2]=1.C([N:22]([CH2:25]C)CC)C.C1C=CC(P(N=[N+]=[N-])(C2C=CC=CC=2)=[O:34])=CC=1.[NH2:44][C:45]1[C:54]2[C:49](=[CH:50][CH:51]=[CH:52][CH:53]=2)[C:48]([O:55][C:56]2[CH:61]=[CH:60][N:59]=[C:58]([NH:62][C:63]3[CH:64]=[C:65]([CH:77]=[C:78]([C:80]#[CH:81])[CH:79]=3)[C:66]([NH:68][CH2:69][CH2:70][N:71]3[CH2:76][CH2:75][O:74][CH2:73][CH2:72]3)=[O:67])[N:57]=2)=[CH:47][CH:46]=1. (2) Given the product [CH3:35][C:14]1[CH:13]=[CH:12][C:11]([NH:10][C:8]([C:6]2[CH:5]=[CH:4][N:3]=[C:2]([N:36]3[CH2:40][CH2:39][CH2:38][CH2:37]3)[CH:7]=2)=[O:9])=[CH:16][C:15]=1[N:17]1[C:26](=[O:27])[C:25]2[C:20](=[CH:21][CH:22]=[C:23]([N:28]3[CH2:33][CH2:32][N:31]([CH3:34])[CH2:30][CH2:29]3)[CH:24]=2)[N:19]=[CH:18]1, predict the reactants needed to synthesize it. The reactants are: Cl[C:2]1[CH:7]=[C:6]([C:8]([NH:10][C:11]2[CH:12]=[CH:13][C:14]([CH3:35])=[C:15]([N:17]3[C:26](=[O:27])[C:25]4[C:20](=[CH:21][CH:22]=[C:23]([N:28]5[CH2:33][CH2:32][N:31]([CH3:34])[CH2:30][CH2:29]5)[CH:24]=4)[N:19]=[CH:18]3)[CH:16]=2)=[O:9])[CH:5]=[CH:4][N:3]=1.[NH:36]1[CH2:40][CH2:39][CH2:38][CH2:37]1. (3) Given the product [CH2:29]([N:25]([CH2:26][CH2:27][CH3:28])[CH2:24][CH2:23][CH2:22][CH2:21][C:16]1[N:17]([CH2:18][CH2:19][CH3:20])[C:13]2[CH:12]=[C:11]([CH2:9][OH:8])[CH:33]=[CH:32][C:14]=2[N:15]=1)[CH2:30][CH3:31], predict the reactants needed to synthesize it. The reactants are: [H-].[Al+3].[Li+].[H-].[H-].[H-].C[O:8][C:9]([C:11]1[CH:33]=[CH:32][C:14]2[N:15]=[C:16]([CH2:21][CH2:22][CH2:23][CH2:24][N:25]([CH2:29][CH2:30][CH3:31])[CH2:26][CH2:27][CH3:28])[N:17]([CH2:18][CH2:19][CH3:20])[C:13]=2[CH:12]=1)=O.O.O.O.O.O.O.O.O.O.O.S([O-])([O-])(=O)=O.[Na+].[Na+]. (4) Given the product [N+:7]([C:6]1[CH:5]=[CH:4][C:3]([O:10][CH2:12][CH2:13][C:14]([OH:16])=[O:15])=[CH:2][CH:1]=1)([O-:9])=[O:8], predict the reactants needed to synthesize it. The reactants are: [CH:1]1[C:6]([N+:7]([O-:9])=[O:8])=[CH:5][CH:4]=[C:3]([OH:10])[CH:2]=1.Cl[CH2:12][CH2:13][C:14]([OH:16])=[O:15]. (5) Given the product [C:21]([N:4]1[CH2:5][CH2:6][N:1]([C:7]2[CH:20]=[CH:19][CH:18]=[CH:17][C:8]=2/[CH:9]=[C:10]2/[C:11](=[O:16])[NH:12][C:13](=[O:15])[S:14]/2)[CH2:2][CH2:3]1)(=[O:23])[CH3:22], predict the reactants needed to synthesize it. The reactants are: [N:1]1([C:7]2[CH:20]=[CH:19][CH:18]=[CH:17][C:8]=2/[CH:9]=[C:10]2/[C:11](=[O:16])[NH:12][C:13](=[O:15])[S:14]/2)[CH2:6][CH2:5][NH:4][CH2:3][CH2:2]1.[C:21](Cl)(=[O:23])[CH3:22].C(N(CC)CC)C.C([O-])(O)=O.[Na+]. (6) Given the product [F:61][C:59]1[CH:60]=[C:52]2[C:53]([C:54](=[O:55])[NH:16][CH:15]=[N:51]2)=[CH:57][CH:58]=1, predict the reactants needed to synthesize it. The reactants are: P(OC[CH2:15][N:16](CCCOC1C=C2C(C(NC3C=C(CC(NC4C=CC=C(F)C=4F)=O)NN=3)=NC=N2)=CC=1)CC)(OC(C)(C)C)(OC(C)(C)C)=O.[NH2:51][C:52]1[CH:60]=[C:59]([F:61])[CH:58]=[CH:57][C:53]=1[C:54](O)=[O:55].C(O)(=O)C.C(N)=N. (7) Given the product [Br:1][C:2]1[CH:3]=[C:4]([CH:19]=[CH:20][C:21]=1[F:22])[CH2:5][C:6]1[C:14]2[C:9](=[C:10]([N+:15]([O-:17])=[O:16])[CH:11]=[CH:12][CH:13]=2)[C:8](=[O:7])[NH:25][N:24]=1, predict the reactants needed to synthesize it. The reactants are: [Br:1][C:2]1[CH:3]=[C:4]([CH:19]=[CH:20][C:21]=1[F:22])[CH:5]=[C:6]1[C:14]2[C:9](=[C:10]([N+:15]([O-:17])=[O:16])[CH:11]=[CH:12][CH:13]=2)[C:8](=O)[O:7]1.O.[NH2:24][NH2:25].